From a dataset of Full USPTO retrosynthesis dataset with 1.9M reactions from patents (1976-2016). Predict the reactants needed to synthesize the given product. (1) Given the product [NH2:26][C:8]1[N:7]=[C:6]([O:5][CH2:1][CH2:2][CH2:3][CH3:4])[N:14]=[C:13]2[C:9]=1[NH:10][C:11](=[O:24])[N:12]2[CH2:15][CH2:16][CH2:17][CH:18]1[CH2:23][CH2:22][CH2:21][CH2:20][N:19]1[CH2:28][CH2:29][OH:30], predict the reactants needed to synthesize it. The reactants are: [CH2:1]([O:5][C:6]1[N:14]=[C:13]2[C:9]([N:10]=[C:11]([O:24]C)[N:12]2[CH2:15][CH2:16][CH2:17][CH:18]2[CH2:23][CH2:22][CH2:21][CH2:20][NH:19]2)=[C:8]([NH2:26])[N:7]=1)[CH2:2][CH2:3][CH3:4].Br[CH2:28][CH2:29][OH:30].CCN(C(C)C)C(C)C. (2) Given the product [CH2:14]([O:13][C:11]([C:10]1[CH:9]=[N:8][N:7]2[C:2]([NH:30][C:31]3[CH:32]=[CH:33][CH:34]=[C:35]4[C:39]=3[NH:38][CH:37]=[CH:36]4)=[C:3]([C:16]([N:18]3[CH2:23][CH2:22][CH:21]([C:24]4[CH:29]=[CH:28][CH:27]=[CH:26][CH:25]=4)[CH2:20][CH2:19]3)=[O:17])[CH:4]=[N:5][C:6]=12)=[O:12])[CH3:15], predict the reactants needed to synthesize it. The reactants are: Cl[C:2]1[N:7]2[N:8]=[CH:9][C:10]([C:11]([O:13][CH2:14][CH3:15])=[O:12])=[C:6]2[N:5]=[CH:4][C:3]=1[C:16]([N:18]1[CH2:23][CH2:22][CH:21]([C:24]2[CH:29]=[CH:28][CH:27]=[CH:26][CH:25]=2)[CH2:20][CH2:19]1)=[O:17].[NH2:30][C:31]1[CH:32]=[CH:33][CH:34]=[C:35]2[C:39]=1[NH:38][CH:37]=[CH:36]2. (3) Given the product [F:16][C:17]1[C:24]([F:25])=[CH:23][CH:22]=[CH:21][C:18]=1[CH2:19][S:9][C:4]1[N:5]=[C:6]([NH2:8])[CH:7]=[C:2]([NH2:1])[N:3]=1, predict the reactants needed to synthesize it. The reactants are: [NH2:1][C:2]1[CH:7]=[C:6]([NH2:8])[N:5]=[C:4]([SH:9])[N:3]=1.CC(C)([O-])C.[K+].[F:16][C:17]1[C:24]([F:25])=[CH:23][CH:22]=[CH:21][C:18]=1[CH2:19]Br. (4) Given the product [C-:3]1([C:1]#[C:2][C:15]2[CH:20]=[CH:19][C:18]([C:22]#[C:23][C-:8]3[CH:12]=[CH:11][CH:10]=[CH:9]3)=[CH:17][CH:16]=2)[CH:7]=[CH:6][CH:5]=[CH:4]1.[CH-:37]1[CH:38]=[CH:39][CH:40]=[CH:35]1.[Fe+2:13].[CH-:3]1[CH:7]=[CH:6][CH:5]=[CH:4]1.[Fe+2:13], predict the reactants needed to synthesize it. The reactants are: [C:1]([C-:3]1[CH:7]=[CH:6][CH:5]=[CH:4]1)#[CH:2].[CH-:8]1[CH:12]=[CH:11][CH:10]=[CH:9]1.[Fe+2:13].I[C:15]1[CH:20]=[CH:19][C:18](I)=[CH:17][CH:16]=1.[CH:22]1C=C[C:23](P([C:35]2[CH:40]=[CH:39][CH:38]=[CH:37]C=2)[C:39]2[CH:40]=[CH:35]C=[CH:37][CH:38]=2)=[CH:22][CH:23]=1. (5) Given the product [CH:1]1([NH:4][C:5]2[CH:13]=[C:12]([F:14])[C:11]([F:15])=[CH:10][C:6]=2[C:7]([NH:51][C:47]([CH3:48])([C:49]#[CH:50])[CH3:46])=[O:9])[CH2:2][CH2:3]1, predict the reactants needed to synthesize it. The reactants are: [CH:1]1([NH:4][C:5]2[CH:13]=[C:12]([F:14])[C:11]([F:15])=[CH:10][C:6]=2[C:7]([OH:9])=O)[CH2:3][CH2:2]1.CCN=C=NCCCN(C)C.C1C=CC2N(O)N=NC=2C=1.CCN(C(C)C)C(C)C.[CH3:46][C:47]([NH2:51])([C:49]#[CH:50])[CH3:48]. (6) Given the product [F:16][C:13]1[CH:14]=[CH:15][C:10]([CH2:8][C:5]2[CH:4]=[CH:3][C:2]([NH2:1])=[N:7][CH:6]=2)=[CH:11][CH:12]=1, predict the reactants needed to synthesize it. The reactants are: [NH2:1][C:2]1[N:7]=[CH:6][C:5]([C:8]([C:10]2[CH:15]=[CH:14][C:13]([F:16])=[CH:12][CH:11]=2)=O)=[CH:4][CH:3]=1.S(=O)(=O)(O)O.[SiH](CC)(CC)CC.[OH-].[Na+]. (7) Given the product [CH3:1][O:2][C:3]1[CH:4]=[C:5]([NH:9][CH:16]=[C:13]([N+:10]([O-:12])=[O:11])[CH:14]=[O:15])[CH:6]=[CH:7][CH:8]=1, predict the reactants needed to synthesize it. The reactants are: [CH3:1][O:2][C:3]1[CH:4]=[C:5]([NH2:9])[CH:6]=[CH:7][CH:8]=1.[N+:10]([CH:13]([CH:16]=O)[CH:14]=[O:15])([O-:12])=[O:11]. (8) Given the product [CH:42]1([NH:43][C:32](=[O:33])[CH:31]=[CH:30][C:26]2[CH:25]=[C:24]([C:20]3[CH:21]=[CH:22][CH:23]=[C:18]([C:16]4[CH:17]=[C:8]([C:5]([S:2]([CH3:1])(=[O:4])=[O:3])([CH3:7])[CH3:6])[CH:9]=[C:10]5[C:15]=4[N:14]=[CH:13][CH:12]=[CH:11]5)[CH:19]=3)[CH:29]=[CH:28][CH:27]=2)[CH2:40][CH2:41]1, predict the reactants needed to synthesize it. The reactants are: [CH3:1][S:2]([C:5]([C:8]1[CH:9]=[C:10]2[C:15](=[C:16]([C:18]3[CH:19]=[C:20]([C:24]4[CH:29]=[CH:28][CH:27]=[C:26]([CH:30]=[CH:31][C:32](O)=[O:33])[CH:25]=4)[CH:21]=[CH:22][CH:23]=3)[CH:17]=1)[N:14]=[CH:13][CH:12]=[CH:11]2)([CH3:7])[CH3:6])(=[O:4])=[O:3].CCN=C=N[CH2:40][CH2:41][CH2:42][N:43](C)C.C1(N)CC1.